This data is from Full USPTO retrosynthesis dataset with 1.9M reactions from patents (1976-2016). The task is: Predict the reactants needed to synthesize the given product. Given the product [CH:11]1([CH2:10][N:4]2[CH:5]=[CH:6][C:2]([NH2:1])=[N:3]2)[CH2:13][CH2:12]1, predict the reactants needed to synthesize it. The reactants are: [NH2:1][C:2]1[CH:6]=[CH:5][NH:4][N:3]=1.[OH-].[K+].Br[CH2:10][CH:11]1[CH2:13][CH2:12]1.